From a dataset of Peptide-MHC class II binding affinity with 134,281 pairs from IEDB. Regression. Given a peptide amino acid sequence and an MHC pseudo amino acid sequence, predict their binding affinity value. This is MHC class II binding data. (1) The peptide sequence is NQFGSVPAVTISCMT. The MHC is DRB1_0405 with pseudo-sequence DRB1_0405. The binding affinity (normalized) is 0.610. (2) The peptide sequence is DVDLFLTGTPDEYVEQV. The MHC is DRB1_1201 with pseudo-sequence DRB1_1201. The binding affinity (normalized) is 0.381. (3) The peptide sequence is HGGTWVSATLEQDKC. The MHC is DRB1_0801 with pseudo-sequence DRB1_0801. The binding affinity (normalized) is 0.516. (4) The peptide sequence is EAIIRILQQLLFIHFRIGCQHSR. The MHC is DRB1_1101 with pseudo-sequence DRB1_1101. The binding affinity (normalized) is 0.391. (5) The peptide sequence is WIEQEGPEAW. The MHC is HLA-DQA10501-DQB10201 with pseudo-sequence HLA-DQA10501-DQB10201. The binding affinity (normalized) is 0.490. (6) The peptide sequence is YLGFVQDAATYAVTT. The MHC is HLA-DQA10301-DQB10302 with pseudo-sequence HLA-DQA10301-DQB10302. The binding affinity (normalized) is 0.290. (7) The peptide sequence is RYANPIAFFRKEPLK. The MHC is DRB1_0901 with pseudo-sequence DRB1_0901. The binding affinity (normalized) is 0.512.